Predict the reactants needed to synthesize the given product. From a dataset of Full USPTO retrosynthesis dataset with 1.9M reactions from patents (1976-2016). (1) Given the product [I:1][C:2]1[C:10]2[C:5](=[CH:6][N:7]=[CH:8][CH:9]=2)[N:4]([CH2:18][C:19]([O:21][C:22]([CH3:25])([CH3:24])[CH3:23])=[O:20])[N:3]=1, predict the reactants needed to synthesize it. The reactants are: [I:1][C:2]1[C:10]2[C:5](=[CH:6][N:7]=[CH:8][CH:9]=2)[NH:4][N:3]=1.C(=O)([O-])[O-].[K+].[K+].Br[CH2:18][C:19]([O:21][C:22]([CH3:25])([CH3:24])[CH3:23])=[O:20]. (2) Given the product [Cl:9][C:6]1[CH:5]=[N:4][CH:3]=[C:2]([Cl:1])[C:7]=1[N:10]1[CH2:15][CH2:14][CH:13]([CH2:16][OH:17])[CH2:12][CH2:11]1, predict the reactants needed to synthesize it. The reactants are: [Cl:1][C:2]1[CH:3]=[N:4][CH:5]=[C:6]([Cl:9])[C:7]=1Cl.[NH:10]1[CH2:15][CH2:14][CH:13]([CH2:16][OH:17])[CH2:12][CH2:11]1.C(N(CC)CC)C. (3) The reactants are: [Cl:1][C:2]1[CH:7]=[CH:6][CH:5]=[CH:4][C:3]=1[C:8]1[C:16]2[O:15][CH:14]([CH2:17][NH:18]C(=O)OCC3C=CC=CC=3)[CH2:13][C:12]=2[CH:11]=[CH:10][CH:9]=1.I[Si](C)(C)C. Given the product [Cl:1][C:2]1[CH:7]=[CH:6][CH:5]=[CH:4][C:3]=1[C:8]1[C:16]2[O:15][CH:14]([CH2:17][NH2:18])[CH2:13][C:12]=2[CH:11]=[CH:10][CH:9]=1, predict the reactants needed to synthesize it. (4) Given the product [F:27][C:10]1[CH:11]=[C:12]([C:15]2[N:19]([CH2:20][CH2:21][O:22][Si:23]([CH3:25])([CH3:24])[CH3:26])[N:18]=[N:17][N:16]=2)[CH:13]=[CH:14][C:9]=1[OH:8], predict the reactants needed to synthesize it. The reactants are: C([O:8][C:9]1[CH:14]=[CH:13][C:12]([C:15]2[N:19]([CH2:20][CH2:21][O:22][Si:23]([CH3:26])([CH3:25])[CH3:24])[N:18]=[N:17][N:16]=2)=[CH:11][C:10]=1[F:27])C1C=CC=CC=1.C(O)=O.